Dataset: Catalyst prediction with 721,799 reactions and 888 catalyst types from USPTO. Task: Predict which catalyst facilitates the given reaction. (1) Reactant: [F:1][C:2]1[CH:3]=[C:4]([N:9]2[C:14](=[O:15])[C:13]([C:16]([O:18]CC)=[O:17])=[N:12][C:11]3[CH:21]=[CH:22][CH:23]=[N:24][C:10]2=3)[CH:5]=[CH:6][C:7]=1[CH3:8].C(=O)([O-])[O-].[K+].[K+].O. Product: [F:1][C:2]1[CH:3]=[C:4]([N:9]2[C:14](=[O:15])[C:13]([C:16]([OH:18])=[O:17])=[N:12][C:11]3[CH:21]=[CH:22][CH:23]=[N:24][C:10]2=3)[CH:5]=[CH:6][C:7]=1[CH3:8]. The catalyst class is: 12. (2) Reactant: OC[P:3](=[O:10])([O:7][CH2:8][CH3:9])[O:4][CH2:5][CH3:6].N1[C:16]([CH3:17])=[CH:15][CH:14]=CC=1C.FC(F)(F)S(OS(C(F)(F)F)(=O)=O)(=O)=O.C(OCC1C=CC=CC=1)C1C=CC=CC=1.C1(O)C=CC=CC=1.C([O-])([O-])=O.[Cs+].[Cs+].[CH2:62]([NH:69][NH2:70])C1C=CC=CC=1.[O-]S(C(F)(F)F)(=O)=O. Product: [CH2:62]([NH:69][NH2:70])[C:9]1[CH:8]=[CH:14][CH:15]=[CH:16][CH:17]=1.[CH2:5]([O:4][PH:3](=[O:10])[O:7][CH2:8][CH3:9])[CH3:6]. The catalyst class is: 1. (3) Product: [Cl:20][C:17]1[N:16]=[N:15][C:14]([N:11]2[CH2:12][CH2:13][CH:8]([NH2:7])[CH2:9][CH2:10]2)=[CH:19][CH:18]=1. The catalyst class is: 36. Reactant: C(OC(=O)[NH:7][CH:8]1[CH2:13][CH2:12][N:11]([C:14]2[N:15]=[N:16][C:17]([Cl:20])=[CH:18][CH:19]=2)[CH2:10][CH2:9]1)(C)(C)C.Cl.O1CCOCC1. (4) Reactant: [O:1]=[C:2]1[CH2:10][C:9]2[C:4](=[CH:5][CH:6]=[C:7]([C:11]#[N:12])[CH:8]=2)[NH:3]1.[Si:13]([O:20][CH:21]1[CH2:30][CH2:29][CH2:28][C:27]2[N:26]=[C:25](Cl)[CH:24]=[CH:23][C:22]1=2)([C:16]([CH3:19])([CH3:18])[CH3:17])([CH3:15])[CH3:14].C([O-])([O-])=O.[K+].[K+].CC(C1C=C(C(C)C)C(C2C=CC=CC=2P(C2CCCCC2)C2CCCCC2)=C(C(C)C)C=1)C. Product: [Si:13]([O:20][CH:21]1[CH2:30][CH2:29][CH2:28][C:27]2[N:26]=[C:25]([CH:10]3[C:9]4[C:4](=[CH:5][CH:6]=[C:7]([C:11]#[N:12])[CH:8]=4)[NH:3][C:2]3=[O:1])[CH:24]=[CH:23][C:22]1=2)([C:16]([CH3:19])([CH3:18])[CH3:17])([CH3:15])[CH3:14]. The catalyst class is: 443. (5) Reactant: [Cl:1][C:2]1[C:11]2[C:6](=[CH:7][CH:8]=[C:9]([CH:12]([C:14]3C(C)=NC(C)=C[CH:19]=3)[OH:13])[CH:10]=2)[N:5]=[C:4]([O:22][CH3:23])[C:3]=1[CH2:24][C:25]1[CH:30]=[CH:29][C:28]([C:31]([F:34])([F:33])[F:32])=[CH:27][CH:26]=1.[Li]CCCC.[CH3:40][N:41]1C(C=O)=C[N:43]=[CH:42]1.C(=O)=O. Product: [Cl:1][C:2]1[C:11]2[C:6](=[CH:7][CH:8]=[C:9]([CH:12]([C:14]3[N:41]([CH3:40])[CH:42]=[N:43][CH:19]=3)[OH:13])[CH:10]=2)[N:5]=[C:4]([O:22][CH3:23])[C:3]=1[CH2:24][C:25]1[CH:30]=[CH:29][C:28]([C:31]([F:32])([F:33])[F:34])=[CH:27][CH:26]=1. The catalyst class is: 1.